Dataset: Kir2.1 potassium channel HTS with 301,493 compounds. Task: Binary Classification. Given a drug SMILES string, predict its activity (active/inactive) in a high-throughput screening assay against a specified biological target. (1) The molecule is s1c2ncn(CC(=O)N3CCC(CC3)C)c(=O)c2c(c1C(=O)NC(C)C)C. The result is 0 (inactive). (2) The compound is O(Cc1ccc(cc1)C(OC)=O)C(=O)CNC(=O)c1occc1. The result is 0 (inactive). (3) The compound is S1C=2N(C(C(=C(N2)c2ccccc2)C(OCC)=O)c2cc(OCC)c(OCC)cc2)C(=O)C1. The result is 0 (inactive). (4) The compound is O=C(Nc1nn(c2nc3c(cc12)cccc3C)C)Cc1ccc(OC)cc1. The result is 0 (inactive). (5) The compound is S(=O)(=O)(N1CCN(CC1)CCC#N)c1ccc(S(=O)(=O)NCc2ccccc2)cc1. The result is 0 (inactive).